From a dataset of Reaction yield outcomes from USPTO patents with 853,638 reactions. Predict the reaction yield, written as a fraction of the theoretical maximum amount of product (1.0 means a 100% yield; for example, 0.34 means a 34% yield). (1) The reactants are [CH3:1][C:2]1([CH3:21])[CH:6]([C:7]2[CH:12]=[CH:11][CH:10]=[CH:9][CH:8]=2)[C:5]2[C:13]([CH3:20])=[C:14]([NH2:19])[C:15]([CH3:18])=[C:16]([CH3:17])[C:4]=2[O:3]1.Br[CH2:23][C:24]1[CH:29]=[CH:28][CH:27]=[CH:26][C:25]=1[CH2:30]Br.C(=O)([O-])[O-].[K+].[K+].CN(C)C=O. The catalyst is O. The product is [CH3:1][C:2]1([CH3:21])[CH:6]([C:7]2[CH:8]=[CH:9][CH:10]=[CH:11][CH:12]=2)[C:5]2[C:13]([CH3:20])=[C:14]([N:19]3[CH2:30][C:25]4[C:24](=[CH:29][CH:28]=[CH:27][CH:26]=4)[CH2:23]3)[C:15]([CH3:18])=[C:16]([CH3:17])[C:4]=2[O:3]1. The yield is 0.150. (2) The reactants are [F:1][C:2]1[CH:3]=[C:4]([CH:8]([OH:10])[CH3:9])[CH:5]=[CH:6][CH:7]=1.[N+:11]([C:14]1[CH:19]=[CH:18][C:17](O)=[CH:16][CH:15]=1)([O-:13])=[O:12]. No catalyst specified. The product is [F:1][C:2]1[CH:7]=[CH:6][CH:5]=[C:4]([CH:8]([O:10][C:17]2[CH:18]=[CH:19][C:14]([N+:11]([O-:13])=[O:12])=[CH:15][CH:16]=2)[CH3:9])[CH:3]=1. The yield is 0.770. (3) The reactants are [F:1][C:2]1[CH:3]=[C:4]2[C:9](=[CH:10][CH:11]=1)[N:8]=[C:7]([O:12][CH3:13])[C:6]([NH:14][C:15](=[O:19])OCC)=[N:5]2.[C:20]([C:22]1[CH:27]=[CH:26][CH:25]=[CH:24][C:23]=1[N:28]1[CH2:33][CH2:32][NH:31][CH2:30][CH2:29]1)#[N:21]. No catalyst specified. The product is [F:1][C:2]1[CH:3]=[C:4]2[C:9](=[CH:10][CH:11]=1)[N:8]=[C:7]([O:12][CH3:13])[C:6]([NH:14][C:15]([N:31]1[CH2:30][CH2:29][N:28]([C:23]3[CH:24]=[CH:25][CH:26]=[CH:27][C:22]=3[C:20]#[N:21])[CH2:33][CH2:32]1)=[O:19])=[N:5]2. The yield is 0.850. (4) The reactants are Cl.[N:2]1[CH:7]=[CH:6][CH:5]=[CH:4][C:3]=1[C:8](Cl)=[O:9].[Cl:11][C:12]1[C:17]([C:18]([F:21])([F:20])[F:19])=[CH:16][N:15]=[C:14]2[NH:22][CH:23]=[C:24]([NH2:25])[C:13]=12. The yield is 0.790. The product is [Cl:11][C:12]1[C:17]([C:18]([F:21])([F:19])[F:20])=[CH:16][N:15]=[C:14]2[NH:22][CH:23]=[C:24]([NH:25][C:8](=[O:9])[C:3]3[CH:4]=[CH:5][CH:6]=[CH:7][N:2]=3)[C:13]=12. The catalyst is N1C=CC=CC=1. (5) The yield is 0.560. The reactants are [Cl:1][C:2]1[N:3]=[C:4]([C:9]([NH:11][C@@H:12]2[CH2:17][CH2:16][N:15](C(OC(C)(C)C)=O)[CH2:14][C@H:13]2[NH:25][CH:26]([CH2:29][CH3:30])[CH2:27][CH3:28])=[O:10])[NH:5][C:6]=1[CH2:7][CH3:8].Cl.O1CCOCC1.Br[C:39]1[S:40][C:41]2[C:47]([C:48]([O:50][CH2:51][CH3:52])=[O:49])=[CH:46][CH:45]=[CH:44][C:42]=2[N:43]=1.C(=O)([O-])[O-].[Na+].[Na+]. The product is [Cl:1][C:2]1[N:3]=[C:4]([C:9]([NH:11][C@@H:12]2[CH2:17][CH2:16][N:15]([C:39]3[S:40][C:41]4[C:47]([C:48]([O:50][CH2:51][CH3:52])=[O:49])=[CH:46][CH:45]=[CH:44][C:42]=4[N:43]=3)[CH2:14][C@H:13]2[NH:25][CH:26]([CH2:29][CH3:30])[CH2:27][CH3:28])=[O:10])[NH:5][C:6]=1[CH2:7][CH3:8]. No catalyst specified. (6) The reactants are [CH3:1][O:2][C:3](=[O:7])[CH:4]([CH3:6])[NH2:5].C(N(CC)CC)C.[F:15][C:16]([F:27])([F:26])[C:17]1[CH:25]=[CH:24][C:20]([C:21](Cl)=[O:22])=[CH:19][CH:18]=1.Cl. The catalyst is O.ClCCl. The product is [CH3:1][O:2][C:3](=[O:7])[CH:4]([NH:5][C:21](=[O:22])[C:20]1[CH:24]=[CH:25][C:17]([C:16]([F:15])([F:26])[F:27])=[CH:18][CH:19]=1)[CH3:6]. The yield is 0.800. (7) The reactants are C[O:2][C:3](=[O:23])[C:4]1[CH:9]=[CH:8][CH:7]=[C:6]([C:10]2[O:11][C:12]([N:17]3[CH2:22][CH2:21][O:20][CH2:19][CH2:18]3)=[CH:13][C:14](=[O:16])[CH:15]=2)[CH:5]=1.[OH-].[Na+:25]. The catalyst is CO. The product is [Na+:25].[N:17]1([C:12]2[O:11][C:10]([C:6]3[CH:5]=[C:4]([CH:9]=[CH:8][CH:7]=3)[C:3]([O-:23])=[O:2])=[CH:15][C:14](=[O:16])[CH:13]=2)[CH2:22][CH2:21][O:20][CH2:19][CH2:18]1. The yield is 0.833.